This data is from HIV replication inhibition screening data with 41,000+ compounds from the AIDS Antiviral Screen. The task is: Binary Classification. Given a drug SMILES string, predict its activity (active/inactive) in a high-throughput screening assay against a specified biological target. (1) The molecule is c1csc(-c2ccc(-c3ccc(-c4cccs4)s3)s2)c1. The result is 0 (inactive). (2) The result is 0 (inactive). The compound is CN1C(=O)NC2ON=C(c3ccccc3)C2C1=O.